From a dataset of Forward reaction prediction with 1.9M reactions from USPTO patents (1976-2016). Predict the product of the given reaction. (1) Given the reactants [NH2:1][C@@H:2]([CH2:5][CH:6]1[CH2:11][CH2:10][CH2:9][CH2:8][CH2:7]1)[CH2:3][OH:4].[C:12]([N:16]=[C:17]=[S:18])([CH3:15])([CH3:14])[CH3:13], predict the reaction product. The product is: [C:12]([NH:16][C:17]([NH:1][C@@H:2]([CH2:5][CH:6]1[CH2:11][CH2:10][CH2:9][CH2:8][CH2:7]1)[CH2:3][OH:4])=[S:18])([CH3:15])([CH3:14])[CH3:13]. (2) Given the reactants [BH4-].[Na+].[C:3]1([C:13]2[CH:18]=[CH:17][CH:16]=[CH:15][CH:14]=2)[CH:8]=[CH:7][C:6]([CH2:9][C:10](O)=[O:11])=[CH:5][CH:4]=1.II, predict the reaction product. The product is: [C:13]1([C:3]2[CH:8]=[CH:7][C:6]([CH2:9][CH2:10][OH:11])=[CH:5][CH:4]=2)[CH:18]=[CH:17][CH:16]=[CH:15][CH:14]=1. (3) Given the reactants [OH-].[K+].[C:3]([C:6]1[N:11]=[C:10]([C:12]2[CH:17]=[CH:16][C:15]([C:18]3[CH:23]=[CH:22][C:21]([CH2:24][C:25]([O:27]C)=[O:26])=[CH:20][C:19]=3[F:29])=[CH:14][CH:13]=2)[C:9]([CH3:30])=[N:8][C:7]=1[CH3:31])(=[O:5])[NH2:4].C(O)(=O)C, predict the reaction product. The product is: [C:3]([C:6]1[N:11]=[C:10]([C:12]2[CH:13]=[CH:14][C:15]([C:18]3[CH:23]=[CH:22][C:21]([CH2:24][C:25]([OH:27])=[O:26])=[CH:20][C:19]=3[F:29])=[CH:16][CH:17]=2)[C:9]([CH3:30])=[N:8][C:7]=1[CH3:31])(=[O:5])[NH2:4]. (4) Given the reactants I([O-])(=O)(=O)=O.[Na+].[CH2:7]([N:14]1[C:18]([CH3:20])([CH3:19])[CH2:17][O:16][S:15]1=[O:21])[C:8]1[CH:13]=[CH:12][CH:11]=[CH:10][CH:9]=1.C([O:24]CC)C, predict the reaction product. The product is: [CH2:7]([N:14]1[C:18]([CH3:19])([CH3:20])[CH2:17][O:16][S:15]1(=[O:24])=[O:21])[C:8]1[CH:13]=[CH:12][CH:11]=[CH:10][CH:9]=1. (5) The product is: [Cl:16][C:17]1[CH:18]=[CH:19][C:20]([C:23]2[CH:24]=[CH:25][C:26]([C:29]#[C:30][C:2]3[CH:7]=[CH:6][C:5]([C:8]#[C:9][CH2:10][N:11]4[CH2:15][CH2:14][CH2:13][CH2:12]4)=[CH:4][CH:3]=3)=[N:27][CH:28]=2)=[CH:21][CH:22]=1. Given the reactants I[C:2]1[CH:7]=[CH:6][C:5]([C:8]#[C:9][CH2:10][N:11]2[CH2:15][CH2:14][CH2:13][CH2:12]2)=[CH:4][CH:3]=1.[Cl:16][C:17]1[CH:22]=[CH:21][C:20]([C:23]2[CH:24]=[CH:25][C:26]([C:29]#[CH:30])=[N:27][CH:28]=2)=[CH:19][CH:18]=1, predict the reaction product.